Task: Predict the reactants needed to synthesize the given product.. Dataset: Full USPTO retrosynthesis dataset with 1.9M reactions from patents (1976-2016) (1) Given the product [N+:1]([C:4]1[CH:12]=[CH:11][C:10]([O:13][C:14]2[CH:19]=[CH:18][CH:17]=[CH:16][CH:15]=2)=[CH:9][C:5]=1[C:6]([NH:24][CH:21]([CH3:23])[CH3:22])=[O:8])([O-:3])=[O:2], predict the reactants needed to synthesize it. The reactants are: [N+:1]([C:4]1[CH:12]=[CH:11][C:10]([O:13][C:14]2[CH:19]=[CH:18][CH:17]=[CH:16][CH:15]=2)=[CH:9][C:5]=1[C:6]([OH:8])=O)([O-:3])=[O:2].[Cl-].[CH:21]([NH:24]C(C)C)([CH3:23])[CH3:22]. (2) Given the product [F:9][C:10]1[CH:15]=[CH:14][C:13]([N:16]([CH2:19][C:20]2[CH:21]=[CH:22][C:23]([N:26]3[CH:30]=[CH:29][CH:28]=[N:27]3)=[N:24][CH:25]=2)[NH2:17])=[CH:12][CH:11]=1, predict the reactants needed to synthesize it. The reactants are: C(N(CC)CC)C.Cl.[F:9][C:10]1[CH:15]=[CH:14][C:13]([NH:16][NH2:17])=[CH:12][CH:11]=1.Cl[CH2:19][C:20]1[CH:21]=[CH:22][C:23]([N:26]2[CH:30]=[CH:29][CH:28]=[N:27]2)=[N:24][CH:25]=1.